From a dataset of Reaction yield outcomes from USPTO patents with 853,638 reactions. Predict the reaction yield, written as a fraction of the theoretical maximum amount of product (1.0 means a 100% yield; for example, 0.34 means a 34% yield). (1) The reactants are [F:1][C:2]1[CH:7]=[C:6](I)[CH:5]=[CH:4][C:3]=1[N:9]1[CH:14]=[C:13]([O:15][CH3:16])[C:12](=[O:17])[C:11]([C:18]2[N:22]([C:23]3[CH:28]=[CH:27][CH:26]=[CH:25][CH:24]=3)[N:21]=[CH:20][CH:19]=2)=[N:10]1.[CH3:29][C:30]1([CH3:36])[CH2:34][NH:33][C:32](=[O:35])[CH2:31]1.N[C@@H]1CCCC[C@H]1N.[O-]P([O-])([O-])=O.[K+].[K+].[K+].C([O-])(O)=O.[Na+]. The catalyst is O1CCOCC1.[Cu]I. The product is [CH3:29][C:30]1([CH3:36])[CH2:34][N:33]([C:6]2[CH:5]=[CH:4][C:3]([N:9]3[CH:14]=[C:13]([O:15][CH3:16])[C:12](=[O:17])[C:11]([C:18]4[N:22]([C:23]5[CH:28]=[CH:27][CH:26]=[CH:25][CH:24]=5)[N:21]=[CH:20][CH:19]=4)=[N:10]3)=[C:2]([F:1])[CH:7]=2)[C:32](=[O:35])[CH2:31]1. The yield is 0.600. (2) The reactants are [F:1][C:2]1[CH:3]=[C:4]([C:10]2[CH:15]=[CH:14][C:13]([CH:16]([N:18]3C(=O)C4C(=CC=CC=4)C3=O)[CH3:17])=[CH:12][CH:11]=2)[C:5]([O:8][CH3:9])=[N:6][CH:7]=1.O.NN. The catalyst is O1CCOCC1.CO. The product is [F:1][C:2]1[CH:3]=[C:4]([C:10]2[CH:15]=[CH:14][C:13]([CH:16]([NH2:18])[CH3:17])=[CH:12][CH:11]=2)[C:5]([O:8][CH3:9])=[N:6][CH:7]=1. The yield is 1.00. (3) The reactants are [CH3:1][N:2]1[NH:6][CH:5]=[CH:4]O1.[Li]CCCC.[Mg+2].[Br-].[Br-].CC[O:17]CC.[CH2:20]([O:27][C:28]1[CH:29]=[C:30]([C:34]2[CH:35]=[C:36]([CH:39]=[CH:40][CH:41]=2)[CH:37]=[O:38])[CH:31]=[CH:32][CH:33]=1)[C:21]1[CH:26]=[CH:25][CH:24]=[CH:23][CH:22]=1. The catalyst is C1COCC1.CCCCCC.[NH4+].[Cl-].CCOC(C)=O. The product is [CH2:20]([O:27][C:28]1[CH:29]=[C:30]([C:34]2[CH:41]=[CH:40][CH:39]=[C:36]([CH:37]([C:1]3[O:17][C:5]([CH3:4])=[N:6][N:2]=3)[OH:38])[CH:35]=2)[CH:31]=[CH:32][CH:33]=1)[C:21]1[CH:22]=[CH:23][CH:24]=[CH:25][CH:26]=1. The yield is 0.500. (4) The reactants are I.[NH2:2][C:3]1[C:4]([C:11]([NH:13][C:14](=[NH:17])SC)=[O:12])=[N:5][C:6]([Cl:10])=[C:7]([NH2:9])[N:8]=1.Br.[OH:19][C:20]1[CH:25]=[CH:24][C:23]([CH2:26][CH2:27][CH2:28][CH2:29][NH2:30])=[CH:22][CH:21]=1. The catalyst is C1COCC1.C(N(CC)CC)C. The product is [ClH:10].[OH:19][C:20]1[CH:21]=[CH:22][C:23]([CH2:26][CH2:27][CH2:28][CH2:29][NH:30][C:14]([NH:13][C:11]([C:4]2[C:3]([NH2:2])=[N:8][C:7]([NH2:9])=[C:6]([Cl:10])[N:5]=2)=[O:12])=[NH:17])=[CH:24][CH:25]=1. The yield is 0.410. (5) The reactants are [Br:1][C:2]1[CH:7]=[C:6]([N+:8]([O-])=O)[CH:5]=[CH:4][C:3]=1[C:11]([CH3:16])([CH2:14][OH:15])[CH2:12]O.C(C=P(CCCC)(CCCC)CCCC)#N.O.O.[Sn](Cl)Cl. The catalyst is C1C=CC=CC=1. The product is [Br:1][C:2]1[CH:7]=[C:6]([CH:5]=[CH:4][C:3]=1[C:11]1([CH3:16])[CH2:14][O:15][CH2:12]1)[NH2:8]. The yield is 0.320. (6) The yield is 0.340. The catalyst is C1COCC1.[Ni].Cl. The reactants are Br[C:2]1[CH:3]=[CH:4][C:5]([C:8]([F:11])([F:10])[F:9])=[N:6][CH:7]=1.CON(C)[C:15]([C:17]1[CH:18]=[N:19][N:20]([CH3:22])[CH:21]=1)=[O:16]. The product is [CH3:22][N:20]1[CH:21]=[C:17]([C:15]([C:2]2[CH:7]=[N:6][C:5]([C:8]([F:11])([F:10])[F:9])=[CH:4][CH:3]=2)=[O:16])[CH:18]=[N:19]1. (7) The reactants are [I:1][C:2]1[CH:7]=[C:6]([N+:8]([O-])=O)[C:5]([N+:11]([O-])=O)=[CH:4][C:3]=1[I:14].Cl.C(N(CC(O)=O)CC(O)=O)CN(CC(O)=O)CC(O)=O.[OH-].[K+]. The catalyst is [Fe].CCO. The product is [NH2:8][C:6]1[CH:7]=[C:2]([I:1])[C:3]([I:14])=[CH:4][C:5]=1[NH2:11]. The yield is 0.660. (8) The yield is 0.560. The product is [CH2:36]([O:43][C:34]([NH:31][C:24]1[C:19](=[O:18])[NH:20][C:21]([CH3:28])=[CH:22][CH:23]=1)=[O:8])[C:37]1[CH:42]=[CH:41][CH:40]=[CH:39][CH:38]=1. The catalyst is O1CCOCC1. The reactants are C1(P(N=[N+]=[N-])(C2C=CC=CC=2)=[O:8])C=CC=CC=1.[OH:18][C:19]1[C:24](C(O)=O)=[CH:23][CH:22]=[C:21]([CH3:28])[N:20]=1.C([N:31]([CH2:34]C)CC)C.[CH2:36]([OH:43])[C:37]1[CH:42]=[CH:41][CH:40]=[CH:39][CH:38]=1. (9) The reactants are [Si]([O:8][CH2:9][C@@H:10]1[C@H:14]2[O:15][C:16]([CH3:19])([CH3:18])[O:17][C@H:13]2[C@H:12]([N:20]2[CH:28]=[N:27][C:26]3[C:21]2=[N:22][CH:23]=[N:24][C:25]=3[CH2:29][CH2:30][O:31][CH3:32])[O:11]1)(C(C)(C)C)(C)C.F. The catalyst is C1COCC1.N1C=CC=CC=1.N1C=CC=CC=1. The product is [CH3:32][O:31][CH2:30][CH2:29][C:25]1[N:24]=[CH:23][N:22]=[C:21]2[C:26]=1[N:27]=[CH:28][N:20]2[C@H:12]1[C@@H:13]2[O:17][C:16]([CH3:18])([CH3:19])[O:15][C@@H:14]2[C@@H:10]([CH2:9][OH:8])[O:11]1. The yield is 0.700.